This data is from Forward reaction prediction with 1.9M reactions from USPTO patents (1976-2016). The task is: Predict the product of the given reaction. (1) Given the reactants [N+:1]([C:4]1[CH:5]=[C:6]([N:10]2[C:14](=[O:15])[NH:13][N:12]=[N:11]2)[CH:7]=[CH:8][CH:9]=1)([O-])=O, predict the reaction product. The product is: [NH2:1][C:4]1[CH:5]=[C:6]([N:10]2[C:14](=[O:15])[NH:13][N:12]=[N:11]2)[CH:7]=[CH:8][CH:9]=1. (2) Given the reactants [CH3:1][O:2][C:3]1[CH:8]=[CH:7][C:6]([S:9]([NH:12][C:13]2[CH:14]=[CH:15][CH:16]=[C:17]3[C:22]=2[N:21]=[CH:20][CH:19]=[CH:18]3)(=[O:11])=[O:10])=[C:5]([N+:23]([O-])=O)[CH:4]=1.[Sn](Cl)Cl, predict the reaction product. The product is: [NH2:23][C:5]1[CH:4]=[C:3]([O:2][CH3:1])[CH:8]=[CH:7][C:6]=1[S:9]([NH:12][C:13]1[CH:14]=[CH:15][CH:16]=[C:17]2[C:22]=1[N:21]=[CH:20][CH:19]=[CH:18]2)(=[O:11])=[O:10].